This data is from Full USPTO retrosynthesis dataset with 1.9M reactions from patents (1976-2016). The task is: Predict the reactants needed to synthesize the given product. (1) Given the product [Cl:1][C:2]1[CH:3]=[CH:4][C:5]([CH2:6][N:7]([C:13]2[C:18]([C:19]([F:22])([F:20])[F:21])=[CH:17][C:16]([NH2:23])=[CH:15][C:14]=2[NH2:26])[C:8](=[O:12])[O:9][CH2:10][CH3:11])=[CH:29][CH:30]=1, predict the reactants needed to synthesize it. The reactants are: [Cl:1][C:2]1[CH:30]=[CH:29][C:5]([CH2:6][N:7]([C:13]2[C:18]([C:19]([F:22])([F:21])[F:20])=[CH:17][C:16]([N+:23]([O-])=O)=[CH:15][C:14]=2[N+:26]([O-])=O)[C:8](=[O:12])[O:9][CH2:10][CH3:11])=[CH:4][CH:3]=1. (2) Given the product [CH3:23][N:16]1[C:17]2[C:22](=[CH:21][CH:20]=[CH:19][CH:18]=2)[C:14]([CH2:13][N:12]2[C:4]3=[N:3][C:2]([N:33]4[CH2:34][C@@H:29]5[CH2:35][C@H:32]4[CH2:31][O:30]5)=[CH:7][C:6](=[O:8])[N:5]3[CH2:9][CH2:10][C@H:11]2[C:24]([F:25])([F:27])[F:26])=[N:15]1, predict the reactants needed to synthesize it. The reactants are: Cl[C:2]1[N:3]=[C:4]2[N:12]([CH2:13][C:14]3[C:22]4[C:17](=[CH:18][CH:19]=[CH:20][CH:21]=4)[N:16]([CH3:23])[N:15]=3)[C@H:11]([C:24]([F:27])([F:26])[F:25])[CH2:10][CH2:9][N:5]2[C:6](=[O:8])[CH:7]=1.Cl.[C@H:29]12[CH2:35][C@H:32]([NH:33][CH2:34]1)[CH2:31][O:30]2. (3) The reactants are: [CH3:1][C:2]1[CH:9]=[C:8]([O:10][CH2:11][CH2:12][O:13][CH3:14])[CH:7]=[CH:6][C:3]=1[C:4]#[N:5].C([O-])(O)=O.[Na+].Cl.[NH2:21][OH:22]. Given the product [OH:22][NH:21][C:4]([C:3]1[CH:6]=[CH:7][C:8]([O:10][CH2:11][CH2:12][O:13][CH3:14])=[CH:9][C:2]=1[CH3:1])=[NH:5], predict the reactants needed to synthesize it. (4) Given the product [F:42][C:7]([F:41])([F:6])[C:8]1[CH:9]=[C:10]([CH:34]=[C:35]([C:37]([F:40])([F:39])[F:38])[CH:36]=1)[CH2:11][N:12]([CH2:15][C:16]1[C:17]([N:26]([CH2:30][CH:31]2[CH2:33][CH2:32]2)[CH2:27][CH2:28][CH3:29])=[N:18][C:19]2[C:24]([CH:25]=1)=[CH:23][CH:22]=[CH:21][CH:20]=2)[C:13]1[N:43]=[N:44][NH:45][N:14]=1, predict the reactants needed to synthesize it. The reactants are: CN(C)C=O.[F:6][C:7]([F:42])([F:41])[C:8]1[CH:9]=[C:10]([CH:34]=[C:35]([C:37]([F:40])([F:39])[F:38])[CH:36]=1)[CH2:11][N:12]([CH2:15][C:16]1[C:17]([N:26]([CH2:30][CH:31]2[CH2:33][CH2:32]2)[CH2:27][CH2:28][CH3:29])=[N:18][C:19]2[C:24]([CH:25]=1)=[CH:23][CH:22]=[CH:21][CH:20]=2)[C:13]#[N:14].[N-:43]=[N+:44]=[N-:45].[Na+].[Cl-].[NH4+]. (5) The reactants are: [SH:1][C:2]1[O:3][C:4]2[CH:10]=[CH:9][CH:8]=[CH:7][C:5]=2[N:6]=1.C([O-])([O-])=O.[K+].[K+].Br[CH2:18][CH2:19][CH2:20][CH2:21][CH2:22][CH2:23][CH2:24][CH2:25][N:26]1C(=O)C2=CC=CC=C2C1=O. Given the product [O:3]1[C:4]2[CH:10]=[CH:9][CH:8]=[CH:7][C:5]=2[N:6]=[C:2]1[S:1][CH2:18][CH2:19][CH2:20][CH2:21][CH2:22][CH2:23][CH2:24][CH2:25][NH2:26], predict the reactants needed to synthesize it. (6) Given the product [F:26][C:27]1[CH:28]=[C:29]([CH:32]=[CH:33][CH:34]=1)[CH2:30][NH:31][C:21]([C:17]1([OH:24])[CH2:18][CH2:19][CH2:20][N:15]([CH2:14][CH:8]2[CH2:9][CH2:10][CH2:11][CH2:12][CH2:13]2)[C:16]1=[O:25])=[O:23], predict the reactants needed to synthesize it. The reactants are: C(N(CC)CC)C.[CH:8]1([CH2:14][N:15]2[CH2:20][CH2:19][CH2:18][C:17]([OH:24])([C:21]([OH:23])=O)[C:16]2=[O:25])[CH2:13][CH2:12][CH2:11][CH2:10][CH2:9]1.[F:26][C:27]1[CH:28]=[C:29]([CH:32]=[CH:33][CH:34]=1)[CH2:30][NH2:31].C(OO)(C)(C)C. (7) Given the product [F:24][C:25]1[CH:30]=[C:29]([F:31])[CH:28]=[CH:27][C:26]=1[S:32]([NH:1][C:2]1[CH:7]=[N:6][CH:5]=[C:4]([C:8]2[S:12][C:11]([C:13]3[CH:14]=[C:15]4[C:20](=[CH:21][CH:22]=3)[C:19](=[O:23])[NH:18][CH2:17][CH2:16]4)=[CH:10][CH:9]=2)[CH:3]=1)(=[O:34])=[O:33], predict the reactants needed to synthesize it. The reactants are: [NH2:1][C:2]1[CH:3]=[C:4]([C:8]2[S:12][C:11]([C:13]3[CH:14]=[C:15]4[C:20](=[CH:21][CH:22]=3)[C:19](=[O:23])[NH:18][CH2:17][CH2:16]4)=[CH:10][CH:9]=2)[CH:5]=[N:6][CH:7]=1.[F:24][C:25]1[CH:30]=[C:29]([F:31])[CH:28]=[CH:27][C:26]=1[S:32](Cl)(=[O:34])=[O:33].